From a dataset of Reaction yield outcomes from USPTO patents with 853,638 reactions. Predict the reaction yield, written as a fraction of the theoretical maximum amount of product (1.0 means a 100% yield; for example, 0.34 means a 34% yield). (1) The reactants are [C:1]([P:5](Cl)[C:6]([CH3:9])([CH3:8])[CH3:7])([CH3:4])([CH3:3])[CH3:2].Cl[C:12]1[CH:17]=[CH:16][CH:15]=[CH:14][CH:13]=1.[Mg].S(=O)(=O)(O)O. The catalyst is O1CCCC1.[Cu]Br.C1(C)C=CC=CC=1. The product is [C:1]([P:5]([C:6]([CH3:9])([CH3:8])[CH3:7])[C:12]1[CH:17]=[CH:16][CH:15]=[CH:14][CH:13]=1)([CH3:4])([CH3:3])[CH3:2]. The yield is 0.890. (2) The reactants are [Br:1][C:2]1[CH:7]=[CH:6][C:5]([OH:8])=[CH:4][CH:3]=1.[H-].[Na+].Br[C:12]1[C:13]2[CH:29]=[CH:28][C:27]([O:30][CH3:31])=[CH:26][C:14]=2[S:15](=[O:25])[C:16]=1[C:17]1[CH:22]=[CH:21][C:20]([O:23][CH3:24])=[CH:19][CH:18]=1. The catalyst is CN(C=O)C. The product is [Br:1][C:2]1[CH:7]=[CH:6][C:5]([O:8][C:12]2[C:13]3[CH:29]=[CH:28][C:27]([O:30][CH3:31])=[CH:26][C:14]=3[S:15](=[O:25])[C:16]=2[C:17]2[CH:22]=[CH:21][C:20]([O:23][CH3:24])=[CH:19][CH:18]=2)=[CH:4][CH:3]=1. The yield is 0.870. (3) The reactants are [CH3:1][C:2]1[N:6]2[C:7](=[O:19])[C:8]3[NH:9][CH:10]=[N:11][C:12]=3[N:13]([CH2:14][CH2:15][CH2:16][CH2:17][CH3:18])[C:5]2=[N:4][N:3]=1.[Br:20]N1C(=O)CCC1=O. The catalyst is C1COCC1. The product is [Br:20][C:10]1[NH:9][C:8]2[C:7](=[O:19])[N:6]3[C:2]([CH3:1])=[N:3][N:4]=[C:5]3[N:13]([CH2:14][CH2:15][CH2:16][CH2:17][CH3:18])[C:12]=2[N:11]=1. The yield is 0.300. (4) The reactants are [OH:1][C:2]1([CH3:15])[CH2:7][CH2:6][N:5]([C:8]([O:10][C:11]([CH3:14])([CH3:13])[CH3:12])=[O:9])[CH2:4][CH2:3]1.[H-].[Na+].[CH2:18](Br)[CH:19]=[CH2:20]. The catalyst is CN(C=O)C. The product is [CH2:20]([O:1][C:2]1([CH3:15])[CH2:3][CH2:4][N:5]([C:8]([O:10][C:11]([CH3:14])([CH3:13])[CH3:12])=[O:9])[CH2:6][CH2:7]1)[CH:19]=[CH2:18]. The yield is 0.610. (5) The reactants are [Cl:1][C:2]1[CH:7]=[CH:6][C:5]([N:8]2[CH2:13][CH2:12][N:11]([CH:14]3[CH2:19][CH2:18][CH2:17][CH:16]([C:20](N)=[O:21])[CH2:15]3)[CH2:10][CH2:9]2)=[CH:4][C:3]=1[NH:23][C@@H:24]([C:26]1[CH:31]=[CH:30][C:29]([Cl:32])=[CH:28][C:27]=1[Cl:33])[CH3:25].[BH4-].[Na+].B(F)(F)F.CCOCC. The catalyst is C1COCC1. The product is [Cl:1][C:2]1[CH:7]=[CH:6][C:5]([N:8]2[CH2:9][CH2:10][N:11]([CH:14]3[CH2:19][CH2:18][CH2:17][CH:16]([CH2:20][OH:21])[CH2:15]3)[CH2:12][CH2:13]2)=[CH:4][C:3]=1[NH:23][C@@H:24]([C:26]1[CH:31]=[CH:30][C:29]([Cl:32])=[CH:28][C:27]=1[Cl:33])[CH3:25]. The yield is 0.100. (6) The reactants are Br[C:2]1[CH:15]=[CH:14][C:5]2[O:6][C:7]([F:13])([F:12])[C:8]([F:11])([F:10])[O:9][C:4]=2[CH:3]=1.[CH3:16][O:17][C:18]1[CH:19]=[C:20]([CH:23]=[C:24]([O:26][CH3:27])[CH:25]=1)[CH:21]=[O:22].C([Li])CCC.O1C2C=CC(C(C3C=C(OC)C=C(OC)C=3)O)=CC=2OCC1. No catalyst specified. The product is [CH3:27][O:26][C:24]1[CH:23]=[C:20]([CH:21]([C:3]2[C:4]3[O:9][C:8]([F:11])([F:10])[C:7]([F:13])([F:12])[O:6][C:5]=3[CH:14]=[CH:15][CH:2]=2)[OH:22])[CH:19]=[C:18]([O:17][CH3:16])[CH:25]=1. The yield is 0.260. (7) The reactants are [OH-].[K+].[CH2:3]([C:10]1[N:15]=[N:14][C:13]([N:16]2[CH2:21][CH2:20][N:19]([C:22]3[CH:27]=[N:26][C:25]([C:28](=[O:30])[CH3:29])=[CH:24][N:23]=3)[C@H:18]([CH3:31])[CH2:17]2)=[C:12]([CH3:32])[C:11]=1[CH3:33])[C:4]1[CH:9]=[CH:8][CH:7]=[CH:6][CH:5]=1.C(O)(=[O:36])C.C(O)(=O)C.IC1C=CC=CC=1.Cl.C([O-])(O)=O.[Na+]. The catalyst is CO.O. The product is [CH2:3]([C:10]1[N:15]=[N:14][C:13]([N:16]2[CH2:21][CH2:20][N:19]([C:22]3[CH:27]=[N:26][C:25]([C:28](=[O:30])[CH2:29][OH:36])=[CH:24][N:23]=3)[C@H:18]([CH3:31])[CH2:17]2)=[C:12]([CH3:32])[C:11]=1[CH3:33])[C:4]1[CH:9]=[CH:8][CH:7]=[CH:6][CH:5]=1. The yield is 0.580.